Dataset: Reaction yield outcomes from USPTO patents with 853,638 reactions. Task: Predict the reaction yield, written as a fraction of the theoretical maximum amount of product (1.0 means a 100% yield; for example, 0.34 means a 34% yield). (1) The reactants are [Cl:1][C:2]1[CH:8]=[C:7]([F:9])[C:6]([F:10])=[CH:5][C:3]=1[NH2:4].[OH-].[Na+].[C:13](Cl)(Cl)=[S:14]. The catalyst is C(Cl)Cl.O. The product is [Cl:1][C:2]1[CH:8]=[C:7]([F:9])[C:6]([F:10])=[CH:5][C:3]=1[N:4]=[C:13]=[S:14]. The yield is 0.530. (2) The reactants are [CH3:1][N:2]([CH3:8])[C@H:3]1[CH2:7][CH2:6][NH:5][CH2:4]1.C(N(CC)CC)C.[C:16]([C:18]1[C:23]2[N:24]=[C:25]([NH:27][CH2:28][CH2:29][CH2:30][C:31]([O:33][CH2:34][CH3:35])=[O:32])[O:26][C:22]=2[C:21](F)=[C:20]([C:37]2[CH:42]=[CH:41][CH:40]=[CH:39][CH:38]=2)[C:19]=1[CH3:43])#[N:17]. The catalyst is CS(C)=O. The product is [C:16]([C:18]1[C:23]2[N:24]=[C:25]([NH:27][CH2:28][CH2:29][CH2:30][C:31]([O:33][CH2:34][CH3:35])=[O:32])[O:26][C:22]=2[C:21]([N:5]2[CH2:6][CH2:7][C@H:3]([N:2]([CH3:8])[CH3:1])[CH2:4]2)=[C:20]([C:37]2[CH:38]=[CH:39][CH:40]=[CH:41][CH:42]=2)[C:19]=1[CH3:43])#[N:17]. The yield is 0.490. (3) The reactants are C[O:2][C:3]([C:5]1([CH3:19])[CH2:9][O:8][C:7]([CH3:11])([CH3:10])[N:6]1[C:12]([O:14][C:15]([CH3:18])([CH3:17])[CH3:16])=[O:13])=[O:4].O[Li].O. The catalyst is C1COCC1.O. The product is [C:15]([O:14][C:12]([N:6]1[C:5]([CH3:19])([C:3]([OH:4])=[O:2])[CH2:9][O:8][C:7]1([CH3:11])[CH3:10])=[O:13])([CH3:18])([CH3:16])[CH3:17]. The yield is 0.850. (4) The reactants are [C:1]([O:5][C:6](=[O:15])[NH:7][C:8]1[CH:13]=[C:12]([Cl:14])[CH:11]=[CH:10][N:9]=1)([CH3:4])([CH3:3])[CH3:2].CN(CCN(C)C)C.[Li]CCCC.[I:29]I.S([O-])(O)=O.[Na+]. The catalyst is C1COCC1.O. The product is [C:1]([O:5][C:6](=[O:15])[NH:7][C:8]1[C:13]([I:29])=[C:12]([Cl:14])[CH:11]=[CH:10][N:9]=1)([CH3:4])([CH3:2])[CH3:3]. The yield is 0.780.